Dataset: Full USPTO retrosynthesis dataset with 1.9M reactions from patents (1976-2016). Task: Predict the reactants needed to synthesize the given product. (1) Given the product [NH2:1][C:2]1[C:11]2[N:10]=[C:9]([C:12]3[CH:13]=[CH:14][C:15]([C:18]45[CH2:26][CH2:25][C:22]([CH2:27][C:28]([OH:30])=[O:29])([CH2:23][CH2:24]4)[CH2:21][CH2:20][CH2:19]5)=[CH:16][CH:17]=3)[C:8]([CH3:33])([CH3:32])[O:7][C:6]=2[N:5]=[CH:4][N:3]=1, predict the reactants needed to synthesize it. The reactants are: [NH2:1][C:2]1[C:11]2[N:10]=[C:9]([C:12]3[CH:17]=[CH:16][C:15]([C:18]45[CH2:26][CH2:25][C:22]([CH2:27][C:28]([O:30]C)=[O:29])([CH2:23][CH2:24]4)[CH2:21][CH2:20][CH2:19]5)=[CH:14][CH:13]=3)[C:8]([CH3:33])([CH3:32])[O:7][C:6]=2[N:5]=[CH:4][N:3]=1.[OH-].[Na+]. (2) Given the product [ClH:72].[NH2:8][CH2:9][C@H:10]1[CH2:15][CH2:14][C@H:13]([C:16]([NH:18][C@H:19]([C:50]([NH:52][C:53]2[CH:54]=[CH:55][C:56]3[N:60]=[C:59]([C:61]([F:70])([F:69])[C:62]([F:68])([F:67])[C:63]([F:64])([F:65])[F:66])[NH:58][C:57]=3[CH:71]=2)=[O:51])[CH2:20][C:21]2[CH:22]=[CH:23][C:24]([C:27]3[CH:32]=[CH:31][C:30]([C:33]([NH:35][CH:36]4[CH2:41][CH2:40][NH:39][CH2:38][CH2:37]4)=[O:34])=[CH:29][C:28]=3[CH3:49])=[CH:25][CH:26]=2)=[O:17])[CH2:12][CH2:11]1, predict the reactants needed to synthesize it. The reactants are: C(OC([NH:8][CH2:9][C@H:10]1[CH2:15][CH2:14][C@H:13]([C:16]([NH:18][C@H:19]([C:50]([NH:52][C:53]2[CH:54]=[CH:55][C:56]3[N:60]=[C:59]([C:61]([F:70])([F:69])[C:62]([F:68])([F:67])[C:63]([F:66])([F:65])[F:64])[NH:58][C:57]=3[CH:71]=2)=[O:51])[CH2:20][C:21]2[CH:26]=[CH:25][C:24]([C:27]3[CH:32]=[CH:31][C:30]([C:33]([NH:35][CH:36]4[CH2:41][CH2:40][N:39](C(OC(C)(C)C)=O)[CH2:38][CH2:37]4)=[O:34])=[CH:29][C:28]=3[CH3:49])=[CH:23][CH:22]=2)=[O:17])[CH2:12][CH2:11]1)=O)(C)(C)C.[ClH:72].